Dataset: Catalyst prediction with 721,799 reactions and 888 catalyst types from USPTO. Task: Predict which catalyst facilitates the given reaction. Reactant: [CH3:1][C:2]1[N:3]=[C:4]([NH:7][C:8]2[CH:9]=[C:10]([OH:14])[CH:11]=[CH:12][CH:13]=2)[S:5][CH:6]=1.C([O-])([O-])=O.[K+].[K+].Br[CH2:22][CH:23]=[C:24]([CH3:26])[CH3:25]. Product: [CH3:1][C:2]1[N:3]=[C:4]([NH:7][C:8]2[CH:13]=[CH:12][CH:11]=[C:10]([O:14][CH2:22][CH:23]=[C:24]([CH3:26])[CH3:25])[CH:9]=2)[S:5][CH:6]=1. The catalyst class is: 21.